From a dataset of NCI-60 drug combinations with 297,098 pairs across 59 cell lines. Regression. Given two drug SMILES strings and cell line genomic features, predict the synergy score measuring deviation from expected non-interaction effect. (1) Drug 1: CC1=C2C(C(=O)C3(C(CC4C(C3C(C(C2(C)C)(CC1OC(=O)C(C(C5=CC=CC=C5)NC(=O)OC(C)(C)C)O)O)OC(=O)C6=CC=CC=C6)(CO4)OC(=O)C)OC)C)OC. Drug 2: CC1=C2C(C(=O)C3(C(CC4C(C3C(C(C2(C)C)(CC1OC(=O)C(C(C5=CC=CC=C5)NC(=O)C6=CC=CC=C6)O)O)OC(=O)C7=CC=CC=C7)(CO4)OC(=O)C)O)C)OC(=O)C. Cell line: NCI-H460. Synergy scores: CSS=88.5, Synergy_ZIP=17.7, Synergy_Bliss=17.1, Synergy_Loewe=16.8, Synergy_HSA=20.6. (2) Drug 1: C1=CC=C(C(=C1)C(C2=CC=C(C=C2)Cl)C(Cl)Cl)Cl. Drug 2: B(C(CC(C)C)NC(=O)C(CC1=CC=CC=C1)NC(=O)C2=NC=CN=C2)(O)O. Cell line: ACHN. Synergy scores: CSS=48.7, Synergy_ZIP=0.805, Synergy_Bliss=0.188, Synergy_Loewe=-64.0, Synergy_HSA=0.166. (3) Drug 1: C1=CC(=CC=C1CCCC(=O)O)N(CCCl)CCCl. Drug 2: C(CN)CNCCSP(=O)(O)O. Cell line: MDA-MB-231. Synergy scores: CSS=7.29, Synergy_ZIP=-1.11, Synergy_Bliss=8.26, Synergy_Loewe=-7.50, Synergy_HSA=1.67. (4) Drug 1: CC1C(C(CC(O1)OC2CC(CC3=C2C(=C4C(=C3O)C(=O)C5=C(C4=O)C(=CC=C5)OC)O)(C(=O)CO)O)N)O.Cl. Drug 2: C1CCC(CC1)NC(=O)N(CCCl)N=O. Cell line: NCI-H226. Synergy scores: CSS=2.23, Synergy_ZIP=-1.71, Synergy_Bliss=-0.969, Synergy_Loewe=-2.88, Synergy_HSA=-2.75. (5) Drug 1: CN1CCC(CC1)COC2=C(C=C3C(=C2)N=CN=C3NC4=C(C=C(C=C4)Br)F)OC. Drug 2: C1=CC(=CC=C1C#N)C(C2=CC=C(C=C2)C#N)N3C=NC=N3. Cell line: T-47D. Synergy scores: CSS=9.82, Synergy_ZIP=1.23, Synergy_Bliss=5.52, Synergy_Loewe=1.16, Synergy_HSA=5.13. (6) Drug 1: CC1=C(C=C(C=C1)C(=O)NC2=CC(=CC(=C2)C(F)(F)F)N3C=C(N=C3)C)NC4=NC=CC(=N4)C5=CN=CC=C5. Drug 2: CC1=C(C(=CC=C1)Cl)NC(=O)C2=CN=C(S2)NC3=CC(=NC(=N3)C)N4CCN(CC4)CCO. Cell line: NCI/ADR-RES. Synergy scores: CSS=-6.66, Synergy_ZIP=2.99, Synergy_Bliss=-0.414, Synergy_Loewe=-4.99, Synergy_HSA=-6.50.